Dataset: Forward reaction prediction with 1.9M reactions from USPTO patents (1976-2016). Task: Predict the product of the given reaction. Given the reactants [OH:1][C:2]1[CH:11]=[C:10]2[C:5]([CH:6]=[CH:7][CH:8]=[N:9]2)=[CH:4][CH:3]=1.C(N(CC)CC)C.[CH3:19][C:20]([Si:23](Cl)([CH3:25])[CH3:24])([CH3:22])[CH3:21].[NH4+].[Cl-], predict the reaction product. The product is: [Si:23]([O:1][C:2]1[CH:11]=[C:10]2[C:5]([CH:6]=[CH:7][CH:8]=[N:9]2)=[CH:4][CH:3]=1)([C:20]([CH3:22])([CH3:21])[CH3:19])([CH3:25])[CH3:24].